This data is from Full USPTO retrosynthesis dataset with 1.9M reactions from patents (1976-2016). The task is: Predict the reactants needed to synthesize the given product. (1) Given the product [CH3:19][N:1]1[C:10]2[C:5](=[CH:6][CH:7]=[CH:8][CH:9]=2)[CH2:4][CH:3]([C:14]([O:16][CH2:17][CH3:18])=[O:15])[C:2]1=[O:11], predict the reactants needed to synthesize it. The reactants are: [NH:1]1[C:10]2[C:5](=[CH:6][CH:7]=[CH:8][CH:9]=2)[CH2:4][CH2:3][C:2]1=[O:11].C([C:14]([O:16][CH2:17][CH3:18])=[O:15])#N.[CH:19]([N-]C(C)C)(C)C.[Li+]. (2) Given the product [O:31]1[C:30]2[CH:34]=[CH:35][C:27]([C:24]3([C:22]([NH:21][C:18]4[CH:19]=[CH:20][C:15]([CH:6]([N:40]5[CH2:41][CH2:42][CH:37]([OH:36])[CH2:38][CH2:39]5)[C:7]5[CH:12]=[CH:11][CH:10]=[CH:9][C:8]=5[O:13][CH3:14])=[CH:16][N:17]=4)=[O:23])[CH2:25][CH2:26]3)=[CH:28][C:29]=2[O:33][CH2:32]1, predict the reactants needed to synthesize it. The reactants are: CS(O[CH:6]([C:15]1[CH:16]=[N:17][C:18]([NH:21][C:22]([C:24]2([C:27]3[CH:35]=[CH:34][C:30]4[O:31][CH2:32][O:33][C:29]=4[CH:28]=3)[CH2:26][CH2:25]2)=[O:23])=[CH:19][CH:20]=1)[C:7]1[CH:12]=[CH:11][CH:10]=[CH:9][C:8]=1[O:13][CH3:14])(=O)=O.[OH:36][CH:37]1[CH2:42][CH2:41][NH:40][CH2:39][CH2:38]1.O1C2C=CC(C3(C(NC4C=CC(C(N(C)C)C5C=CC=CC=5OC)=CN=4)=O)CC3)=CC=2OC1. (3) Given the product [C:1]([O:5][C:6]([N:8]1[CH2:13][CH2:12][CH:11]([C:14]#[N:15])[CH2:10][CH2:9]1)=[O:7])([CH3:4])([CH3:2])[CH3:3], predict the reactants needed to synthesize it. The reactants are: [C:1]([O:5][C:6]([N:8]1[CH2:13][CH2:12][CH:11]([C:14](=O)[NH2:15])[CH2:10][CH2:9]1)=[O:7])([CH3:4])([CH3:3])[CH3:2].C1(P(C2C=CC=CC=2)C2C=CC=CC=2)C=CC=CC=1. (4) Given the product [CH2:14]([O:13][C:11]([N:8]1[CH2:9][CH2:10][CH:5]([C:3]([C:2]2[N:34]3[N:35]=[CH:36][CH:37]=[CH:38][C:39]3=[C:22]([C:21]([O:25][CH2:26][CH3:27])=[O:24])[CH:23]=2)=[O:4])[CH2:6][CH2:7]1)=[O:12])[C:15]1[CH:20]=[CH:19][CH:18]=[CH:17][CH:16]=1, predict the reactants needed to synthesize it. The reactants are: Br[CH2:2][C:3]([CH:5]1[CH2:10][CH2:9][N:8]([C:11]([O:13][CH2:14][C:15]2[CH:20]=[CH:19][CH:18]=[CH:17][CH:16]=2)=[O:12])[CH2:7][CH2:6]1)=[O:4].[C:21]([O:25][CH2:26][CH3:27])(=[O:24])[C:22]#[CH:23].C(=O)([O-])[O-].[K+].[K+].[N:34]1[CH:39]=[CH:38][CH:37]=[CH:36][N:35]=1. (5) The reactants are: [C:1]([O:5][C:6](=[O:22])[NH:7][C:8]1[CH:13]=[CH:12][C:11]([C:14]2[CH:19]=[CH:18][CH:17]=[CH:16][C:15]=2[F:20])=[CH:10][C:9]=1[NH2:21])([CH3:4])([CH3:3])[CH3:2].C([O:27][C:28](=O)[CH2:29][C:30]([C:32]1[S:33][C:34]([C:37]#[N:38])=[CH:35][CH:36]=1)=[O:31])(C)(C)C. Given the product [C:1]([O:5][C:6](=[O:22])[NH:7][C:8]1[CH:13]=[CH:12][C:11]([C:14]2[CH:19]=[CH:18][CH:17]=[CH:16][C:15]=2[F:20])=[CH:10][C:9]=1[NH:21][C:28](=[O:27])[CH2:29][C:30]([C:32]1[S:33][C:34]([C:37]#[N:38])=[CH:35][CH:36]=1)=[O:31])([CH3:4])([CH3:2])[CH3:3], predict the reactants needed to synthesize it. (6) Given the product [F:49][C:43]1[CH:44]=[CH:45][C:46]([F:48])=[CH:47][C:42]=1[C@H:41]1[O:40][C:39](=[O:50])[NH:38][C@@H:37]1[C:32]1[C:33]([F:36])=[N:34][CH:35]=[C:30]([C:10]#[C:9][C:5]2[CH:6]=[CH:7][CH:8]=[CH:3][CH:4]=2)[CH:31]=1, predict the reactants needed to synthesize it. The reactants are: CO[C:3]1[CH:4]=[C:5]([C@H:9]2OC(=O)N[C@@H:10]2C2C=CC=C(C#CC3C=CC=CC=3)C=2)[CH:6]=[CH:7][CH:8]=1.Br[C:30]1[CH:31]=[C:32]([C@@H:37]2[C@@H:41]([C:42]3[CH:47]=[C:46]([F:48])[CH:45]=[CH:44][C:43]=3[F:49])[O:40][C:39](=[O:50])[NH:38]2)[C:33]([F:36])=[N:34][CH:35]=1.C1(C#C)C=CC=CC=1. (7) Given the product [CH3:39][CH:38]([CH3:40])[CH2:37][C:36]1[S:10][C:24]2[CH:29]=[CH:28][C:27]([CH2:30][C:31]([O:33][CH3:34])=[O:32])=[CH:26][C:25]=2[N:35]=1, predict the reactants needed to synthesize it. The reactants are: COC1C=CC(P2(=S)SP(=S)(C3C=CC(OC)=CC=3)[S:10]2)=CC=1.F[C:24]1[CH:29]=[CH:28][C:27]([CH2:30][C:31]([O:33][CH3:34])=[O:32])=[CH:26][C:25]=1[NH:35][C:36](=O)[CH2:37][CH:38]([CH3:40])[CH3:39].COCCOC.C(=O)([O-])[O-].[K+].[K+].